This data is from Forward reaction prediction with 1.9M reactions from USPTO patents (1976-2016). The task is: Predict the product of the given reaction. (1) Given the reactants [CH2:1]([O:3][C:4]([CH:6]1[CH2:11][CH2:10][NH:9][CH2:8][CH2:7]1)=[O:5])[CH3:2].C(N(CC)CC)C.[C:19](Cl)(=[O:26])[C:20]1[CH:25]=[CH:24][CH:23]=[CH:22][CH:21]=1, predict the reaction product. The product is: [CH2:1]([O:3][C:4]([CH:6]1[CH2:11][CH2:10][N:9]([C:19](=[O:26])[C:20]2[CH:25]=[CH:24][CH:23]=[CH:22][CH:21]=2)[CH2:8][CH2:7]1)=[O:5])[CH3:2]. (2) Given the reactants C[O:2][C:3]([C:5]1[S:6][C:7]([N:20]2[CH:24]=[CH:23][N:22]=[CH:21]2)=[CH:8][C:9]=1[O:10][CH:11]([C:13]1[CH:18]=[CH:17][CH:16]=[CH:15][C:14]=1[Cl:19])[CH3:12])=O.C(OCC)C.[NH3:30], predict the reaction product. The product is: [Cl:19][C:14]1[CH:15]=[CH:16][CH:17]=[CH:18][C:13]=1[CH:11]([O:10][C:9]1[CH:8]=[C:7]([N:20]2[CH:24]=[CH:23][N:22]=[CH:21]2)[S:6][C:5]=1[C:3]([NH2:30])=[O:2])[CH3:12].